From a dataset of Full USPTO retrosynthesis dataset with 1.9M reactions from patents (1976-2016). Predict the reactants needed to synthesize the given product. (1) Given the product [CH3:14][N:15]1[CH:20]=[C:19]([S:21]([N:11]2[CH2:12][CH2:13][CH:8]([N:5]3[CH2:6][CH2:7][CH:2]([CH3:1])[CH2:3][CH2:4]3)[CH2:9][CH2:10]2)(=[O:23])=[O:22])[C:18](=[O:25])[N:17]([CH3:26])[C:16]1=[O:27], predict the reactants needed to synthesize it. The reactants are: [CH3:1][CH:2]1[CH2:7][CH2:6][N:5]([CH:8]2[CH2:13][CH2:12][NH:11][CH2:10][CH2:9]2)[CH2:4][CH2:3]1.[CH3:14][N:15]1[CH:20]=[C:19]([S:21](Cl)(=[O:23])=[O:22])[C:18](=[O:25])[N:17]([CH3:26])[C:16]1=[O:27]. (2) Given the product [ClH:27].[CH:21]1([S:24]([N:8]2[CH2:9][CH2:10][NH:11][CH2:12][CH2:13]2)(=[O:26])=[O:25])[CH2:23][CH2:22]1, predict the reactants needed to synthesize it. The reactants are: C([N:8]1[CH2:13][CH2:12][NH:11][CH2:10][CH2:9]1)(OC(C)(C)C)=O.C(N(CC)CC)C.[CH:21]1([S:24]([Cl:27])(=[O:26])=[O:25])[CH2:23][CH2:22]1. (3) Given the product [CH2:35]([O:30][C:29](=[O:31])[C:28]1[CH:32]=[CH:33][C:25]([NH:24][C:22]([C:19]2[CH:20]=[CH:21][C:16]3[O:15][CH2:14][CH2:13][N:12]([S:9]([C:3]4[CH:4]=[C:5]([F:8])[CH:6]=[CH:7][C:2]=4[F:1])(=[O:10])=[O:11])[C:17]=3[CH:18]=2)=[O:23])=[CH:26][CH:27]=1)[CH3:36], predict the reactants needed to synthesize it. The reactants are: [F:1][C:2]1[CH:7]=[CH:6][C:5]([F:8])=[CH:4][C:3]=1[S:9]([N:12]1[C:17]2[CH:18]=[C:19]([C:22]([NH:24][C:25]3[CH:33]=[CH:32][C:28]([C:29]([OH:31])=[O:30])=[CH:27][CH:26]=3)=[O:23])[CH:20]=[CH:21][C:16]=2[O:15][CH2:14][CH2:13]1)(=[O:11])=[O:10].F[C:35]1C=CC(F)=C[C:36]=1S(Cl)(=O)=O. (4) Given the product [CH3:38][C:26]1[CH:27]=[C:28]([O:30][CH2:31][CH2:32][CH2:33][S:34]([CH3:37])(=[O:35])=[O:36])[CH:29]=[C:24]([CH3:23])[C:25]=1[C:39]1[CH:44]=[CH:43][CH:42]=[C:41]([CH2:45][O:6][C:7]2[CH:20]=[CH:19][C:10]3[C:11]([CH2:14][C:15]([OH:17])=[O:16])=[CH:12][O:13][C:9]=3[CH:8]=2)[CH:40]=1, predict the reactants needed to synthesize it. The reactants are: FC(F)(F)S([O:6][C:7]1[CH:20]=[CH:19][C:10]2[C@H:11]([CH2:14][C:15]([O:17]C)=[O:16])[CH2:12][O:13][C:9]=2[CH:8]=1)(=O)=O.[CH3:23][C:24]1[CH:29]=[C:28]([O:30][CH2:31][CH2:32][CH2:33][S:34]([CH3:37])(=[O:36])=[O:35])[CH:27]=[C:26]([CH3:38])[C:25]=1[C:39]1[CH:44]=[CH:43][CH:42]=[C:41]([CH2:45]O)[CH:40]=1.P([O-])([O-])([O-])=O.[K+].[K+].[K+].C1(C)C=CC=CC=1. (5) Given the product [CH2:16]([O:15][C:9]1[CH:10]=[C:11]([CH:13]=[O:14])[CH:12]=[C:7]([CH:27]=[CH2:28])[C:8]=1[C:18]1[CH:23]=[CH:22][C:21]([F:24])=[CH:20][CH:19]=1)[CH3:17], predict the reactants needed to synthesize it. The reactants are: FC(F)(F)S(O[C:7]1[CH:12]=[C:11]([CH:13]=[O:14])[CH:10]=[C:9]([O:15][CH2:16][CH3:17])[C:8]=1[C:18]1[CH:23]=[CH:22][C:21]([F:24])=[CH:20][CH:19]=1)(=O)=O.[CH3:27][C:28]1(C)C(C)(C)OB(C=C)O1.C1(P(C2CCCCC2)C2C=CC=CC=2C2C(OC)=CC=CC=2OC)CCCCC1.C(=O)([O-])[O-].[Na+].[Na+].